From a dataset of Full USPTO retrosynthesis dataset with 1.9M reactions from patents (1976-2016). Predict the reactants needed to synthesize the given product. (1) Given the product [Br:23][C:8]1[CH:9]=[C:10]([CH2:17][OH:18])[C:11]2[C:16](=[CH:15][CH:14]=[CH:13][CH:12]=2)[C:7]=1[CH2:5][OH:4], predict the reactants needed to synthesize it. The reactants are: C([O:4][C:5]([C:7]1[C:16]2[C:11](=[CH:12][CH:13]=[CH:14][CH:15]=2)[C:10]([C:17](OC(C)C)=[O:18])=[CH:9][C:8]=1[Br:23])=O)(C)C.[H-].C([Al+]CC(C)C)C(C)C.C1(C)C=CC=CC=1.[Cl-].[NH4+]. (2) Given the product [C:62]([C:2]1[CH:11]=[CH:10][CH:9]=[C:8]2[C:3]=1[CH:4]=[C:5]([C:22]1[CH:27]=[CH:26][CH:25]=[CH:24][N:23]=1)[C:6]([CH:12]([NH:14][C:15](=[O:21])[O:16][C:17]([CH3:20])([CH3:19])[CH3:18])[CH3:13])=[N:7]2)#[N:63], predict the reactants needed to synthesize it. The reactants are: Cl[C:2]1[CH:11]=[CH:10][CH:9]=[C:8]2[C:3]=1[CH:4]=[C:5]([C:22]1[CH:27]=[CH:26][CH:25]=[CH:24][N:23]=1)[C:6]([CH:12]([NH:14][C:15](=[O:21])[O:16][C:17]([CH3:20])([CH3:19])[CH3:18])[CH3:13])=[N:7]2.C1(P(C2CCCCC2)C2C=CC=CC=2C2C(CCC)=CC(CCC)=CC=2CCC)CCCCC1.[C:62]([Sn](CCCC)(CCCC)CCCC)#[N:63]. (3) Given the product [F:21][C:16]1[CH:15]=[C:14]([CH:8]([C:5]2[CH:6]=[CH:7][C:2]([C:30]3[CH:31]=[N:32][NH:33][CH:34]=3)=[CH:3][CH:4]=2)[CH2:9][C:10]([NH:12][CH3:13])=[O:11])[CH:19]=[CH:18][C:17]=1[F:20], predict the reactants needed to synthesize it. The reactants are: Br[C:2]1[CH:7]=[CH:6][C:5]([CH:8]([C:14]2[CH:19]=[CH:18][C:17]([F:20])=[C:16]([F:21])[CH:15]=2)[CH2:9][C:10]([NH:12][CH3:13])=[O:11])=[CH:4][CH:3]=1.CC1(C)C(C)(C)OB([C:30]2[CH:31]=[N:32][NH:33][CH:34]=2)O1. (4) The reactants are: [Si:1]([O:18][CH2:19][C:20]1[C:21](=[O:26])[NH:22][CH:23]=[CH:24][CH:25]=1)([C:14]([CH3:17])([CH3:16])[CH3:15])([C:8]1[CH:13]=[CH:12][CH:11]=[CH:10][CH:9]=1)[C:2]1[CH:7]=[CH:6][CH:5]=[CH:4][CH:3]=1.F[C:28]1[CH:33]=[CH:32][C:31]([N+:34]([O-:36])=[O:35])=[CH:30][C:29]=1[C:37]([F:40])([F:39])[F:38]. Given the product [Si:1]([O:18][CH2:19][C:20]1[C:21](=[O:26])[N:22]([C:28]2[CH:33]=[CH:32][C:31]([N+:34]([O-:36])=[O:35])=[CH:30][C:29]=2[C:37]([F:38])([F:39])[F:40])[CH:23]=[CH:24][CH:25]=1)([C:14]([CH3:17])([CH3:15])[CH3:16])([C:8]1[CH:13]=[CH:12][CH:11]=[CH:10][CH:9]=1)[C:2]1[CH:3]=[CH:4][CH:5]=[CH:6][CH:7]=1, predict the reactants needed to synthesize it. (5) Given the product [O:30]1[C:31]2[CH:37]=[CH:36][CH:35]=[CH:34][C:32]=2[N:33]=[C:29]1[C:27]([C@@H:26]([NH:25][C:5](=[O:7])[CH:4]([CH2:8][C:9]([N:11]1[CH2:16][CH2:15][O:14][CH2:13][CH2:12]1)=[O:10])[CH2:3][C:2]([CH3:1])([CH3:24])[CH2:17][C:18]1[CH:23]=[CH:22][CH:21]=[CH:20][CH:19]=1)[CH2:38][CH2:39][CH3:40])=[O:28], predict the reactants needed to synthesize it. The reactants are: [CH3:1][C:2]([CH3:24])([CH2:17][C:18]1[CH:23]=[CH:22][CH:21]=[CH:20][CH:19]=1)[CH2:3][C@H:4]([CH2:8][C:9]([N:11]1[CH2:16][CH2:15][O:14][CH2:13][CH2:12]1)=[O:10])[C:5]([OH:7])=O.[NH2:25][CH:26]([CH2:38][CH2:39][CH3:40])[C@@H:27]([C:29]1[O:30][C:31]2[CH:37]=[CH:36][CH:35]=[CH:34][C:32]=2[N:33]=1)[OH:28]. (6) Given the product [C:32]([O:31][C:27]1[CH:28]=[CH:29][CH:30]=[C:25]([C:23]2[N:24]=[C:18]3[N:17]=[C:16]([NH:15][C:11]([C:6]4[N:7]([CH3:10])[N:8]=[CH:9][C:5]=4[C:3](=[O:4])[N:2]([CH3:1])[CH3:14])=[O:13])[CH:21]=[CH:20][N:19]3[CH:22]=2)[CH:26]=1)(=[O:34])[CH3:33], predict the reactants needed to synthesize it. The reactants are: [CH3:1][N:2]([CH3:14])[C:3]([C:5]1[CH:9]=[N:8][N:7]([CH3:10])[C:6]=1[C:11]([OH:13])=O)=[O:4].[NH2:15][C:16]1[CH:21]=[CH:20][N:19]2[CH:22]=[C:23]([C:25]3[CH:26]=[C:27]([O:31][C:32](=[O:34])[CH3:33])[CH:28]=[CH:29][CH:30]=3)[N:24]=[C:18]2[N:17]=1. (7) Given the product [OH:5][CH2:6][CH2:7][C:8]([NH:37][CH2:36][C:35]1[CH:38]=[CH:39][CH:40]=[CH:41][C:34]=1[N+:31]([O-:33])=[O:32])=[O:10], predict the reactants needed to synthesize it. The reactants are: C([O:5][CH2:6][CH2:7][C:8]([OH:10])=O)(=O)C=C.Cl.C(N=C=NCCCN(C)C)C.C(N(CC)CC)C.Cl.[N+:31]([C:34]1[CH:41]=[CH:40][CH:39]=[CH:38][C:35]=1[CH2:36][NH2:37])([O-:33])=[O:32].[OH-].[Na+]. (8) Given the product [C:1]1([CH:7]([NH:9][C:10]2[CH:15]=[C:14]([N:26]3[CH2:25][CH2:24][N:23]([C:29]([O:31][C:32]([CH3:35])([CH3:34])[CH3:33])=[O:30])[CH2:28][CH2:27]3)[CH:13]=[CH:12][C:11]=2[C:17](=[O:22])[C:18]([F:21])([F:20])[F:19])[CH3:8])[CH:6]=[CH:5][CH:4]=[CH:3][CH:2]=1, predict the reactants needed to synthesize it. The reactants are: [C:1]1([CH:7]([NH:9][C:10]2[CH:15]=[C:14](F)[CH:13]=[CH:12][C:11]=2[C:17](=[O:22])[C:18]([F:21])([F:20])[F:19])[CH3:8])[CH:6]=[CH:5][CH:4]=[CH:3][CH:2]=1.[N:23]1([C:29]([O:31][C:32]([CH3:35])([CH3:34])[CH3:33])=[O:30])[CH2:28][CH2:27][NH:26][CH2:25][CH2:24]1.C(N(CC)C(C)C)(C)C. (9) Given the product [F:1][C:2]1[CH:7]=[CH:6][C:5]([F:8])=[CH:4][C:3]=1[CH:9]([S:28]([C:31]1[CH:36]=[CH:35][C:34]([F:37])=[CH:33][CH:32]=1)(=[O:30])=[O:29])[C:10]1[C:11]([CH3:27])=[CH:12][C:13]([C:16]([NH:18][CH2:19][O:20][CH2:21][C:22]([OH:24])=[O:23])=[O:17])=[N:14][CH:15]=1, predict the reactants needed to synthesize it. The reactants are: [F:1][C:2]1[CH:7]=[CH:6][C:5]([F:8])=[CH:4][C:3]=1[CH:9]([S:28]([C:31]1[CH:36]=[CH:35][C:34]([F:37])=[CH:33][CH:32]=1)(=[O:30])=[O:29])[C:10]1[C:11]([CH3:27])=[CH:12][C:13]([C:16]([NH:18][CH2:19][O:20][CH2:21][C:22]([O:24]CC)=[O:23])=[O:17])=[N:14][CH:15]=1.O.[OH-].[Li+].Cl.